Dataset: Cav3 T-type calcium channel HTS with 100,875 compounds. Task: Binary Classification. Given a drug SMILES string, predict its activity (active/inactive) in a high-throughput screening assay against a specified biological target. (1) The molecule is S(Cc1c(F)cccc1)c1sc(NC(=O)C)nn1. The result is 0 (inactive). (2) The drug is o1c(C(=O)Nc2cc3nc(n(c3cc2)C)CN2CCCC2)ccc1. The result is 0 (inactive).